Task: Predict the reaction yield, written as a fraction of the theoretical maximum amount of product (1.0 means a 100% yield; for example, 0.34 means a 34% yield).. Dataset: Reaction yield outcomes from USPTO patents with 853,638 reactions (1) The reactants are C[O:2][C:3](=[O:29])[C@@H:4]([NH:13][C:14](=[O:28])[C@@H:15]([NH:17][C:18]([O:20][CH2:21][C:22]1[CH:27]=[CH:26][CH:25]=[CH:24][CH:23]=1)=[O:19])[CH3:16])[CH2:5][C:6]1[CH:11]=[CH:10][C:9]([Cl:12])=[CH:8][CH:7]=1.[OH-].C[Sn+](C)C. The catalyst is ClCCCl. The product is [CH2:21]([O:20][C:18]([NH:17][C@@H:15]([CH3:16])[C:14]([NH:13][C@@H:4]([CH2:5][C:6]1[CH:11]=[CH:10][C:9]([Cl:12])=[CH:8][CH:7]=1)[C:3]([OH:29])=[O:2])=[O:28])=[O:19])[C:22]1[CH:27]=[CH:26][CH:25]=[CH:24][CH:23]=1. The yield is 0.740. (2) The reactants are [C:1]([N:4]1[C:8]([CH2:15][CH2:16][NH:17][S:18]([CH3:21])(=[O:20])=[O:19])([C:9]2[CH:14]=[CH:13][CH:12]=[CH:11][CH:10]=2)[S:7][C:6]([NH:22]C(=O)C(C2C=CC=CC=2)C)=[N:5]1)(=[O:3])[CH3:2].O.O.O.O.O.O.O.[Cl-].[Ce+3].[Cl-].[Cl-].[BH4-].[Na+]. No catalyst specified. The product is [C:1]([N:4]1[N:5]=[C:6]([NH2:22])[S:7][C:8]1([CH2:15][CH2:16][NH:17][S:18]([CH3:21])(=[O:19])=[O:20])[C:9]1[CH:14]=[CH:13][CH:12]=[CH:11][CH:10]=1)(=[O:3])[CH3:2]. The yield is 0.510.